Task: Predict the product of the given reaction.. Dataset: Forward reaction prediction with 1.9M reactions from USPTO patents (1976-2016) Given the reactants Br[C:2]1[CH:7]=[CH:6][C:5]([N+:8]([O-:10])=[O:9])=[CH:4][C:3]=1[CH3:11].[NH:12]1[CH2:17][CH2:16][CH2:15][CH2:14][C:13]1=[O:18].C(=O)([O-])[O-].[K+].[K+].[I-].[K+], predict the reaction product. The product is: [N+:8]([C:5]1[CH:6]=[CH:7][C:2]([N:12]2[CH2:17][CH2:16][CH2:15][CH2:14][C:13]2=[O:18])=[C:3]([CH3:11])[CH:4]=1)([O-:10])=[O:9].